Dataset: Reaction yield outcomes from USPTO patents with 853,638 reactions. Task: Predict the reaction yield, written as a fraction of the theoretical maximum amount of product (1.0 means a 100% yield; for example, 0.34 means a 34% yield). The reactants are Cl[CH2:2][CH2:3][CH2:4][C:5](Cl)=[O:6].[NH2:8][C:9]1[C:29]([Br:30])=[CH:28][C:12]2[C:13]([C:23]([O:25][CH2:26][CH3:27])=[O:24])=[C:14]([C:16]3[CH:21]=[CH:20][C:19]([F:22])=[CH:18][CH:17]=3)[O:15][C:11]=2[CH:10]=1.CCN(CC)CC.C([O-])([O-])=O.[K+].[K+]. The catalyst is C(Cl)Cl.CC#N.O. The product is [Br:30][C:29]1[C:9]([N:8]2[CH2:2][CH2:3][CH2:4][C:5]2=[O:6])=[CH:10][C:11]2[O:15][C:14]([C:16]3[CH:17]=[CH:18][C:19]([F:22])=[CH:20][CH:21]=3)=[C:13]([C:23]([O:25][CH2:26][CH3:27])=[O:24])[C:12]=2[CH:28]=1. The yield is 0.400.